This data is from Reaction yield outcomes from USPTO patents with 853,638 reactions. The task is: Predict the reaction yield, written as a fraction of the theoretical maximum amount of product (1.0 means a 100% yield; for example, 0.34 means a 34% yield). The reactants are [NH2:1][CH:2]1[CH2:7][CH2:6][N:5]([CH2:8][CH2:9][N:10]2[C:19]3[C:14](=[CH:15][CH:16]=[C:17]([F:20])[CH:18]=3)[N:13]=[CH:12][C:11]2=[O:21])[CH2:4][CH2:3]1.[O:22]1[C:31]2[CH:30]=[C:29]([CH:32]=O)[N:28]=[CH:27][C:26]=2[O:25][CH2:24][CH2:23]1.C(O[BH-](OC(=O)C)OC(=O)C)(=O)C.[Na+]. The catalyst is CO.C(Cl)(Cl)Cl. The product is [O:22]1[C:31]2[CH:30]=[C:29]([CH2:32][NH:1][CH:2]3[CH2:3][CH2:4][N:5]([CH2:8][CH2:9][N:10]4[C:19]5[C:14](=[CH:15][CH:16]=[C:17]([F:20])[CH:18]=5)[N:13]=[CH:12][C:11]4=[O:21])[CH2:6][CH2:7]3)[N:28]=[CH:27][C:26]=2[O:25][CH2:24][CH2:23]1. The yield is 0.540.